Predict the reaction yield, written as a fraction of the theoretical maximum amount of product (1.0 means a 100% yield; for example, 0.34 means a 34% yield). From a dataset of Reaction yield outcomes from USPTO patents with 853,638 reactions. (1) The reactants are C(OC([N:8]1[CH2:12][CH2:11][CH2:10][CH:9]1[C:13](=[O:32])[NH:14][C:15]1[CH:20]=[CH:19][C:18]([C:21]2[CH:26]=[CH:25][CH:24]=[CH:23][C:22]=2[S:27]([CH3:30])(=[O:29])=[O:28])=[CH:17][C:16]=1[F:31])=O)(C)(C)C.FC(F)(F)C(O)=O. The catalyst is C(Cl)Cl.C(Cl)(Cl)Cl. The product is [F:31][C:16]1[CH:17]=[C:18]([C:21]2[CH:26]=[CH:25][CH:24]=[CH:23][C:22]=2[S:27]([CH3:30])(=[O:28])=[O:29])[CH:19]=[CH:20][C:15]=1[NH:14][C:13]([CH:9]1[CH2:10][CH2:11][CH2:12][NH:8]1)=[O:32]. The yield is 1.00. (2) The reactants are [C:1]([C:4]1[S:5][CH:6]=[CH:7][CH:8]=1)(=O)C.[S:9]1[CH:13]=[CH:12][CH:11]=[C:10]1[C:14]([CH2:16][C:17]#[N:18])=[O:15].C1(=O)CCCC1.N1CCOCC1.[S]. No catalyst specified. The product is [NH2:18][C:17]1[S:5][C:6]2[CH2:1][CH2:4][CH2:8][C:7]=2[C:16]=1[C:14]([C:10]1[S:9][CH:13]=[CH:12][CH:11]=1)=[O:15]. The yield is 0.670. (3) The reactants are [NH2:1][S:2]([C:5]1[CH:10]=[C:9]([Br:11])[CH:8]=[CH:7][C:6]=1[NH:12][C:13]([C:15]1[C:16](=[O:33])[N:17]([CH2:26][C:27]2[CH:32]=[CH:31][CH:30]=[CH:29][CH:28]=2)[C:18]2[C:23]([C:24]=1[OH:25])=[CH:22][CH:21]=[CH:20][N:19]=2)=O)(=[O:4])=[O:3].Cl. The catalyst is [OH-].[K+]. The product is [CH2:26]([N:17]1[C:18]2[C:23](=[CH:22][CH:21]=[CH:20][N:19]=2)[C:24]([OH:25])=[C:15]([C:13]2[NH:12][C:6]3[CH:7]=[CH:8][C:9]([Br:11])=[CH:10][C:5]=3[S:2](=[O:4])(=[O:3])[N:1]=2)[C:16]1=[O:33])[C:27]1[CH:28]=[CH:29][CH:30]=[CH:31][CH:32]=1. The yield is 0.840. (4) The reactants are [F:1][C:2]([CH:14]1[CH2:19][CH2:18][NH:17][CH2:16][CH2:15]1)([S:4]([C:7]1[CH:12]=[CH:11][CH:10]=[C:9]([F:13])[CH:8]=1)(=[O:6])=[O:5])[CH3:3].CCN(C(C)C)C(C)C.Cl[C:30](Cl)([O:32]C(=O)OC(Cl)(Cl)Cl)Cl.[O:41]1[C:45]([NH2:46])=[CH:44][CH:43]=[N:42]1. The catalyst is C1COCC1.CCOC(C)=O. The product is [F:1][C:2]([CH:14]1[CH2:19][CH2:18][N:17]([C:30]([NH:46][C:45]2[O:41][N:42]=[CH:43][CH:44]=2)=[O:32])[CH2:16][CH2:15]1)([S:4]([C:7]1[CH:12]=[CH:11][CH:10]=[C:9]([F:13])[CH:8]=1)(=[O:6])=[O:5])[CH3:3]. The yield is 0.420. (5) The reactants are C([O:4][C:5]1[CH:6]=[C:7]2[C:11](=[CH:12][CH:13]=1)[C:10](=[O:14])[CH2:9][CH2:8]2)C=C.Cl[C:16]1[CH:21]=CC(Cl)=C[C:17]=1Cl. The product is [CH2:21]([C:6]1[C:5]([OH:4])=[CH:13][CH:12]=[C:11]2[C:7]=1[CH2:8][CH2:9][C:10]2=[O:14])[CH:16]=[CH2:17]. No catalyst specified. The yield is 0.145.